From a dataset of Reaction yield outcomes from USPTO patents with 853,638 reactions. Predict the reaction yield, written as a fraction of the theoretical maximum amount of product (1.0 means a 100% yield; for example, 0.34 means a 34% yield). (1) The reactants are [C:1]1([Mg]Br)[CH:6]=[CH:5][CH:4]=[CH:3][CH:2]=1.[CH2:9]([C@:16]12[CH2:26][CH2:25][C:24](=[O:27])[CH2:23][C@H:22]1[CH2:21][CH2:20][CH2:19][C:18]1[CH:28]=[C:29]([O:32][S:33]([C:36]([F:39])([F:38])[F:37])(=[O:35])=[O:34])[CH:30]=[CH:31][C:17]2=1)[C:10]1[CH:15]=[CH:14][CH:13]=[CH:12][CH:11]=1.[CH2:40]([C@@:47]12[CH2:57][CH2:56][C:55](=[O:58])[CH2:54][C@@H:53]1[CH2:52][CH2:51][CH2:50][C:49]1[CH:59]=[C:60]([O:63][S:64]([C:67]([F:70])([F:69])[F:68])(=[O:66])=[O:65])[CH:61]=[CH:62][C:48]2=1)[C:41]1[CH:46]=[CH:45][CH:44]=[CH:43][CH:42]=1.[NH4+].[Cl-]. The catalyst is C1COCC1. The product is [CH2:9]([C@:16]12[CH2:26][CH2:25][C:24]([OH:27])([C:1]3[CH:6]=[CH:5][CH:4]=[CH:3][CH:2]=3)[CH2:23][C@H:22]1[CH2:21][CH2:20][CH2:19][C:18]1[CH:28]=[C:29]([O:32][S:33]([C:36]([F:39])([F:37])[F:38])(=[O:35])=[O:34])[CH:30]=[CH:31][C:17]2=1)[C:10]1[CH:11]=[CH:12][CH:13]=[CH:14][CH:15]=1.[CH2:40]([C@@:47]12[CH2:57][CH2:56][C:55]([OH:58])([C:1]3[CH:6]=[CH:5][CH:4]=[CH:3][CH:2]=3)[CH2:54][C@@H:53]1[CH2:52][CH2:51][CH2:50][C:49]1[CH:59]=[C:60]([O:63][S:64]([C:67]([F:70])([F:68])[F:69])(=[O:66])=[O:65])[CH:61]=[CH:62][C:48]2=1)[C:41]1[CH:42]=[CH:43][CH:44]=[CH:45][CH:46]=1. The yield is 0.880. (2) The reactants are Cl[C:2]1[C:7]([C:8]#[N:9])=[CH:6][N:5]=[C:4]([NH:10][CH2:11][C:12]2[CH:13]=[N:14][CH:15]=[CH:16][C:17]=2[C:18]([F:21])([F:20])[F:19])[N:3]=1.[CH3:22][NH:23][C:24]([CH:26]1[CH2:31][CH2:30][CH:29]([NH2:32])[CH2:28][CH2:27]1)=[O:25].N12CCCN=C1CCCCC2. The catalyst is C1COCC1. The product is [C:8]([C:7]1[C:2]([NH:32][C@@H:29]2[CH2:28][CH2:27][C@H:26]([C:24]([NH:23][CH3:22])=[O:25])[CH2:31][CH2:30]2)=[N:3][C:4]([NH:10][CH2:11][C:12]2[CH:13]=[N:14][CH:15]=[CH:16][C:17]=2[C:18]([F:21])([F:20])[F:19])=[N:5][CH:6]=1)#[N:9]. The yield is 0.482.